From a dataset of Forward reaction prediction with 1.9M reactions from USPTO patents (1976-2016). Predict the product of the given reaction. (1) Given the reactants Cl.Cl.[CH3:3][C:4]1[N:8]([CH:9]2[CH2:15][CH:14]3[N:16]([CH2:17][CH2:18][C:19]4([C:25]5[CH:30]=[CH:29][CH:28]=[CH:27][CH:26]=5)[CH2:24][CH2:23][NH:22][CH2:21][CH2:20]4)[CH:11]([CH2:12][CH2:13]3)[CH2:10]2)[C:7]2[CH:31]=[CH:32][CH:33]=[CH:34][C:6]=2[N:5]=1.C(N(CC)CC)C.[C:42]1(=[O:52])[O:47][C:45](=[O:46])[C:44]2=[CH:48][CH:49]=[CH:50][CH:51]=[C:43]12, predict the reaction product. The product is: [CH3:3][C:4]1[N:8]([CH:9]2[CH2:15][CH:14]3[N:16]([CH2:17][CH2:18][C:19]4([C:25]5[CH:30]=[CH:29][CH:28]=[CH:27][CH:26]=5)[CH2:20][CH2:21][N:22]([C:42]([C:43]5[CH:51]=[CH:50][CH:49]=[CH:48][C:44]=5[C:45]([OH:47])=[O:46])=[O:52])[CH2:23][CH2:24]4)[CH:11]([CH2:12][CH2:13]3)[CH2:10]2)[C:7]2[CH:31]=[CH:32][CH:33]=[CH:34][C:6]=2[N:5]=1. (2) Given the reactants [F:1][C:2]([F:23])([F:22])[C:3]1[CH2:4][O:5][C:6]2[CH:21]=[CH:20][C:19]3[C:14](=[CH:15][CH:16]=[CH:17][CH:18]=3)[C:7]=2[C:8]=1[C:9]([O:11]CC)=[O:10].[OH-].[Na+].Cl, predict the reaction product. The product is: [F:23][C:2]([F:1])([F:22])[C:3]1[CH2:4][O:5][C:6]2[CH:21]=[CH:20][C:19]3[C:14](=[CH:15][CH:16]=[CH:17][CH:18]=3)[C:7]=2[C:8]=1[C:9]([OH:11])=[O:10].